Dataset: Experimentally validated miRNA-target interactions with 360,000+ pairs, plus equal number of negative samples. Task: Binary Classification. Given a miRNA mature sequence and a target amino acid sequence, predict their likelihood of interaction. The miRNA is hsa-miR-6889-5p with sequence UCGGGGAGUCUGGGGUCCGGAAU. The protein sequence of the target gene is MAGRESPPPSAPSMAPISFGFTRTSVRRRLADLGDSERQAPEEKDFLATVEGRKLQSVNPPEAPKELVIPLIQNGSRRQPLSKNPKPSSETSTVLMSDGVLSQAVKELIEESKKSLEERENAGVDPTLTIPMIQKGCTPIEEGSDSEPQAETVPEEADYEAVPVEAYGLAMLRGMGWKPGKGIGNTFSQVVKPRVNSIRPKGLGLGANRMEAQDLASVGSHHPPRPDGDRENDKEGQPQGLMHGRAVVVLSGPYRGLYGKVEGLDPDNVRAMVRLAVGNRIVTVSEYCLRPVSQQEFDSH.... Result: 0 (no interaction).